This data is from Cav3 T-type calcium channel HTS with 100,875 compounds. The task is: Binary Classification. Given a drug SMILES string, predict its activity (active/inactive) in a high-throughput screening assay against a specified biological target. (1) The molecule is o1c2c(nc(nc2NCC)C)c2c1cccc2. The result is 0 (inactive). (2) The compound is O=C(NC1CCCCCC1)c1c2c(c(=O)n(c1)CC)cc(OC)c(OC)c2. The result is 0 (inactive).